Task: Regression. Given two drug SMILES strings and cell line genomic features, predict the synergy score measuring deviation from expected non-interaction effect.. Dataset: NCI-60 drug combinations with 297,098 pairs across 59 cell lines (1) Drug 1: CN1C(=O)N2C=NC(=C2N=N1)C(=O)N. Drug 2: CC12CCC3C(C1CCC2O)C(CC4=C3C=CC(=C4)O)CCCCCCCCCS(=O)CCCC(C(F)(F)F)(F)F. Cell line: HS 578T. Synergy scores: CSS=0.204, Synergy_ZIP=0.640, Synergy_Bliss=1.62, Synergy_Loewe=-2.13, Synergy_HSA=-0.849. (2) Drug 1: C1C(C(OC1N2C=NC3=C(N=C(N=C32)Cl)N)CO)O. Drug 2: CN1C2=C(C=C(C=C2)N(CCCl)CCCl)N=C1CCCC(=O)O.Cl. Cell line: SF-539. Synergy scores: CSS=11.4, Synergy_ZIP=-3.01, Synergy_Bliss=-0.907, Synergy_Loewe=-9.11, Synergy_HSA=-0.430. (3) Drug 1: C1CCC(CC1)NC(=O)N(CCCl)N=O. Drug 2: C1=NC(=NC(=O)N1C2C(C(C(O2)CO)O)O)N. Cell line: OVCAR-4. Synergy scores: CSS=6.23, Synergy_ZIP=-3.86, Synergy_Bliss=0.265, Synergy_Loewe=-4.54, Synergy_HSA=0.553. (4) Drug 1: COC1=NC(=NC2=C1N=CN2C3C(C(C(O3)CO)O)O)N. Drug 2: C1=CC=C(C(=C1)C(C2=CC=C(C=C2)Cl)C(Cl)Cl)Cl. Cell line: SK-MEL-28. Synergy scores: CSS=9.82, Synergy_ZIP=-3.98, Synergy_Bliss=1.56, Synergy_Loewe=-11.9, Synergy_HSA=-1.58. (5) Drug 1: CN(C)C1=NC(=NC(=N1)N(C)C)N(C)C. Drug 2: C1=CC=C(C=C1)NC(=O)CCCCCCC(=O)NO. Cell line: UACC-257. Synergy scores: CSS=2.67, Synergy_ZIP=-5.10, Synergy_Bliss=-3.25, Synergy_Loewe=-30.5, Synergy_HSA=-7.63. (6) Drug 1: COC1=CC(=CC(=C1O)OC)C2C3C(COC3=O)C(C4=CC5=C(C=C24)OCO5)OC6C(C(C7C(O6)COC(O7)C8=CC=CS8)O)O. Drug 2: C1CC(=O)NC(=O)C1N2C(=O)C3=CC=CC=C3C2=O. Cell line: PC-3. Synergy scores: CSS=18.4, Synergy_ZIP=-5.96, Synergy_Bliss=-2.54, Synergy_Loewe=-32.2, Synergy_HSA=-0.385.